This data is from Peptide-MHC class I binding affinity with 185,985 pairs from IEDB/IMGT. The task is: Regression. Given a peptide amino acid sequence and an MHC pseudo amino acid sequence, predict their binding affinity value. This is MHC class I binding data. (1) The peptide sequence is QQFANVISKI. The MHC is HLA-A26:01 with pseudo-sequence HLA-A26:01. The binding affinity (normalized) is 0. (2) The peptide sequence is LGHGVSIEW. The MHC is HLA-B58:02 with pseudo-sequence HLA-B58:02. The binding affinity (normalized) is 0.0847. (3) The peptide sequence is WMADVPLQW. The MHC is HLA-B58:01 with pseudo-sequence HLA-B58:01. The binding affinity (normalized) is 1.00. (4) The peptide sequence is AAAAFEAAL. The MHC is HLA-C14:02 with pseudo-sequence HLA-C14:02. The binding affinity (normalized) is 0.528.